This data is from Drug-target binding data from BindingDB using IC50 measurements. The task is: Regression. Given a target protein amino acid sequence and a drug SMILES string, predict the binding affinity score between them. We predict pIC50 (pIC50 = -log10(IC50 in M); higher means more potent). Dataset: bindingdb_ic50. The drug is Nc1nc(N)c2nc(COc3ccccc3)cnc2n1. The target protein (Q28969) has sequence MGNLKSVGQEPGPPCGLGLGLGLGLCGKQGPATPAPEPSRAPAPATPHAPEHSPAPNSPTLTRPPEGPKFPRVKNWEVGSITYDTLCAQSQQDGPCTPRRCLGSLVLPRKLQSRPSPGPPPAEQLLSQARDFINQYYSSIKRSGSQAHEERLQEVEAEVATTGTYHLGESELVFGAKQAWRNAPRCVGRIQWGKLQVFDARDCSSAQEMFTYICNHIKYATNRGNLRSAITVFPQRTPGRGDFRIWNSQLVRYAGYRQQDGSVRGDPANVEITELCIQHGWTPGNGRFDVLPLLLQAPDEPPELFALPPELVLEVPLEHPTLEWFAALGLRWYALPAVSNMLLEIGGLEFPAAPFSGWYMSTEIGTRNLCDPHRYNILEDVAVCMDLDTRTTSSLWKDKAAVEINLAVLHSYQLAKVTIVDHHAATASFMKHLENEQKARGGCPADWAWIVPPISGSLTPVFHQEMVNYVLSPAFRYQPDPWKGSAAKGTGIARKKTFKE.... The pIC50 is 3.7.